From a dataset of Forward reaction prediction with 1.9M reactions from USPTO patents (1976-2016). Predict the product of the given reaction. Given the reactants Cl.Cl.[NH2:3][C:4]1[CH:13]=[CH:12][C:11]([OH:14])=[C:10]2[C:5]=1[CH:6]=[CH:7][CH:8]=[N:9]2.C([O-])([O-])=O.[K+].[K+].Cl[C:22]1[CH:27]=[CH:26][N:25]=[C:24]([NH2:28])[C:23]=1[N+:29]([O-:31])=[O:30], predict the reaction product. The product is: [NH2:28][C:24]1[C:23]([N+:29]([O-:31])=[O:30])=[C:22]([O:14][C:11]2[C:10]3[N:9]=[CH:8][CH:7]=[CH:6][C:5]=3[C:4]([NH2:3])=[CH:13][CH:12]=2)[CH:27]=[CH:26][N:25]=1.